Predict which catalyst facilitates the given reaction. From a dataset of Catalyst prediction with 721,799 reactions and 888 catalyst types from USPTO. (1) Product: [CH2:21]([O:20][CH2:19][CH2:18][O:10][C:8]1[CH:7]=[CH:6][C:3]([C:4]#[N:5])=[C:2]([F:1])[CH:9]=1)[C:22]1[CH:27]=[CH:26][CH:25]=[CH:24][CH:23]=1. Reactant: [F:1][C:2]1[CH:9]=[C:8]([OH:10])[CH:7]=[CH:6][C:3]=1[C:4]#[N:5].C([O-])([O-])=O.[K+].[K+].Br[CH2:18][CH2:19][O:20][CH2:21][C:22]1[CH:27]=[CH:26][CH:25]=[CH:24][CH:23]=1.O. The catalyst class is: 3. (2) Reactant: Br[C:2]1[CH:7]=[CH:6][C:5]([S:8]([NH:11][C:12]2[CH:17]=[CH:16][C:15]([Cl:18])=[CH:14][C:13]=2[C:19]([C:21]2[CH:26]=[CH:25][N:24]=[CH:23][CH:22]=2)=[O:20])(=[O:10])=[O:9])=[CH:4][CH:3]=1.C(=O)([O-])[O-].[Na+].[Na+].[CH:33]1[C:42]2[C:37](=[CH:38][CH:39]=[CH:40][CH:41]=2)[C:36](B(O)O)=[CH:35][N:34]=1. Product: [Cl:18][C:15]1[CH:16]=[CH:17][C:12]([NH:11][S:8]([C:5]2[CH:6]=[CH:7][C:2]([C:36]3[CH:35]=[N:34][C:33]4[C:42]([CH:37]=3)=[CH:41][CH:40]=[CH:39][CH:38]=4)=[CH:3][CH:4]=2)(=[O:10])=[O:9])=[C:13]([C:19]([C:21]2[CH:26]=[CH:25][N:24]=[CH:23][CH:22]=2)=[O:20])[CH:14]=1. The catalyst class is: 455. (3) Reactant: [CH3:1][O:2][C:3]1[CH:8]=[C:7]([O:9][CH3:10])[N:6]=[C:5]([NH:11][C:12]([NH:14][S:15]([C:18]2[CH:23]=[C:22]([NH2:24])[CH:21]=[CH:20][C:19]=2[C:25]([N:27]([CH3:29])[CH3:28])=[O:26])(=[O:17])=[O:16])=[O:13])[N:4]=1.ClCCl.[C:33](OC(=O)C)(=[O:35])C. Product: [CH3:1][O:2][C:3]1[CH:8]=[C:7]([O:9][CH3:10])[N:6]=[C:5]([NH:11][C:12]([NH:14][S:15]([C:18]2[CH:23]=[C:22]([NH:24][CH:33]=[O:35])[CH:21]=[CH:20][C:19]=2[C:25]([N:27]([CH3:29])[CH3:28])=[O:26])(=[O:17])=[O:16])=[O:13])[N:4]=1. The catalyst class is: 106. (4) Reactant: [CH3:1][O:2][C:3]1[C:12]([O:13][CH3:14])=[CH:11][C:6]2[CH:7]([C:9]#[N:10])[CH2:8][C:5]=2[CH:4]=1.N. Product: [CH3:1][O:2][C:3]1[C:12]([O:13][CH3:14])=[CH:11][C:6]2[CH:7]([CH2:9][NH2:10])[CH2:8][C:5]=2[CH:4]=1. The catalyst class is: 227. (5) Product: [CH3:28][C:3]1([CH3:29])[CH:2]([C:30]2[CH:31]=[CH:32][C:33]([C:36]3[CH:37]=[CH:38][CH:39]=[CH:40][CH:41]=3)=[CH:34][CH:35]=2)[C:6]2[C:7]([CH3:27])=[C:8]([N:13]3[CH2:14][CH2:15][N:16]([C:19]4[CH:20]=[CH:21][C:22]([O:25][CH3:26])=[CH:23][CH:24]=4)[CH2:17][CH2:18]3)[C:9]([CH3:12])=[C:10]([CH3:11])[C:5]=2[O:4]1. The catalyst class is: 8. Reactant: O[C:2]1([C:30]2[CH:35]=[CH:34][C:33]([C:36]3[CH:41]=[CH:40][CH:39]=[CH:38][CH:37]=3)=[CH:32][CH:31]=2)[C:6]2[C:7]([CH3:27])=[C:8]([N:13]3[CH2:18][CH2:17][N:16]([C:19]4[CH:24]=[CH:23][C:22]([O:25][CH3:26])=[CH:21][CH:20]=4)[CH2:15][CH2:14]3)[C:9]([CH3:12])=[C:10]([CH3:11])[C:5]=2[O:4][C:3]1([CH3:29])[CH3:28].